From a dataset of Retrosynthesis with 50K atom-mapped reactions and 10 reaction types from USPTO. Predict the reactants needed to synthesize the given product. (1) Given the product Cc1ncc(-c2cccc(Nc3nnc(Oc4ccccc4)c4ccccc34)c2)n1C, predict the reactants needed to synthesize it. The reactants are: Cc1ncc(-c2cccc(Nc3nnc(Cl)c4ccccc34)c2)n1C.Oc1ccccc1. (2) Given the product COc1cccc(NC(=O)OC(C)(C)C)c1N, predict the reactants needed to synthesize it. The reactants are: COc1cccc(NC(=O)OC(C)(C)C)c1[N+](=O)[O-]. (3) The reactants are: O=C(NCC1CCC2(CC1)CC2)OCc1ccccc1. Given the product NCC1CCC2(CC1)CC2, predict the reactants needed to synthesize it. (4) Given the product CC(=O)OCCCNC(=O)OCc1ccccc1, predict the reactants needed to synthesize it. The reactants are: CC(=O)Cl.O=C(NCCCO)OCc1ccccc1. (5) The reactants are: COC(=O)c1ccc2c(C)c[nH]c2c1.COCCCBr. Given the product COCCCn1cc(C)c2ccc(C(=O)OC)cc21, predict the reactants needed to synthesize it. (6) Given the product CC(C)(C)OC(=O)N1CCNC(=O)C1c1ccccc1, predict the reactants needed to synthesize it. The reactants are: CC(C)(C)OC(=O)OC(=O)OC(C)(C)C.O=C1NCCNC1c1ccccc1. (7) Given the product CC(C)c1nc(CO)n(CCCc2ccccn2)c1Sc1cc(Cl)cc(Cl)c1, predict the reactants needed to synthesize it. The reactants are: CC(C)c1nc(COCc2ccccc2)n(CCCc2ccccn2)c1Sc1cc(Cl)cc(Cl)c1. (8) The reactants are: CCOC(=O)c1cc2c(Nc3cccc(Cl)c3)ncnc2[nH]1. Given the product OCc1cc2c(Nc3cccc(Cl)c3)ncnc2[nH]1, predict the reactants needed to synthesize it. (9) The reactants are: COc1cc(B(O)O)cc(OC)c1OC.C[SiH](C)OC(c1c[nH]cn1)C(C)(C)C. Given the product COc1cc(-n2cnc(C(O[SiH](C)C)C(C)(C)C)c2)cc(OC)c1OC, predict the reactants needed to synthesize it. (10) Given the product Cc1c[nH]c2ccc(CN)cc12, predict the reactants needed to synthesize it. The reactants are: Cc1c[nH]c2ccc(C#N)cc12.